Task: Predict which catalyst facilitates the given reaction.. Dataset: Catalyst prediction with 721,799 reactions and 888 catalyst types from USPTO (1) Reactant: [Br:1][C:2]1[CH:3]=[C:4]([CH:8]=[C:9]([C:11]([F:14])([F:13])[F:12])[CH:10]=1)[C:5]([OH:7])=O.C(Cl)(=O)C(Cl)=O.[CH3:21][C@H:22]1[O:27][C@@H:26]([CH3:28])[CH2:25][NH:24][CH2:23]1. Product: [Br:1][C:2]1[CH:3]=[C:4]([C:5]([N:24]2[CH2:23][C@@H:22]([CH3:21])[O:27][C@@H:26]([CH3:28])[CH2:25]2)=[O:7])[CH:8]=[C:9]([C:11]([F:14])([F:13])[F:12])[CH:10]=1. The catalyst class is: 59. (2) Reactant: [F:1][C:2]1[CH:7]=[CH:6][C:5]([N:8]([CH3:21])[CH:9]([C:15]2[CH:20]=[CH:19][CH:18]=[CH:17][CH:16]=2)[C:10]([O:12]CC)=[O:11])=[CH:4][CH:3]=1.O.[OH-].[Li+].[ClH:25]. Product: [ClH:25].[F:1][C:2]1[CH:7]=[CH:6][C:5]([N:8]([CH3:21])[CH:9]([C:15]2[CH:16]=[CH:17][CH:18]=[CH:19][CH:20]=2)[C:10]([OH:12])=[O:11])=[CH:4][CH:3]=1. The catalyst class is: 20.